From a dataset of Full USPTO retrosynthesis dataset with 1.9M reactions from patents (1976-2016). Predict the reactants needed to synthesize the given product. (1) Given the product [NH2:24][C:3]1[CH:4]=[C:5]([CH:22]=[CH:23][C:2]=1[NH2:1])[O:6][CH2:7][CH2:8][N:9]1[CH2:14][CH2:13][N:12]([C:15]([O:17][C:18]([CH3:21])([CH3:20])[CH3:19])=[O:16])[CH2:11][CH2:10]1, predict the reactants needed to synthesize it. The reactants are: [NH2:1][C:2]1[CH:23]=[CH:22][C:5]([O:6][CH2:7][CH2:8][N:9]2[CH2:14][CH2:13][N:12]([C:15]([O:17][C:18]([CH3:21])([CH3:20])[CH3:19])=[O:16])[CH2:11][CH2:10]2)=[CH:4][C:3]=1[N+:24]([O-])=O. (2) Given the product [SH:1][C:2]1[C:3]([C:8]([O:10][CH3:13])=[O:9])=[N:4][CH:5]=[CH:6][CH:7]=1, predict the reactants needed to synthesize it. The reactants are: [SH:1][C:2]1[C:3]([C:8]([OH:10])=[O:9])=[N:4][CH:5]=[CH:6][CH:7]=1.[OH-].[Na+].[C:13](=O)(O)[O-].[Na+]. (3) Given the product [CH2:23]([C:20]1[CH:21]=[CH:22][C:17]([O:16][CH2:15][C:14](=[O:31])[CH2:13][N:10]2[CH:11]=[CH:12][C:8]([C:6]([OH:7])=[O:5])=[CH:9]2)=[CH:18][CH:19]=1)[CH2:24][CH2:25][CH2:26][CH2:27][CH2:28][CH2:29][CH3:30], predict the reactants needed to synthesize it. The reactants are: C([O:5][C:6]([C:8]1[CH:12]=[CH:11][N:10]([CH2:13][C:14](=[O:31])[CH2:15][O:16][C:17]2[CH:22]=[CH:21][C:20]([CH2:23][CH2:24][CH2:25][CH2:26][CH2:27][CH2:28][CH2:29][CH3:30])=[CH:19][CH:18]=2)[CH:9]=1)=[O:7])(C)(C)C. (4) The reactants are: C([O:3][C:4](=[O:40])[CH2:5][O:6][C:7]1[CH:12]=[CH:11][C:10]([S:13][C:14]2[CH:19]=[C:18]([O:20][CH2:21][CH2:22][CH2:23][N:24]3[CH2:29][CH2:28][CH2:27][CH2:26][CH2:25]3)[CH:17]=[C:16]([C:30]#[C:31][C:32]3[CH:37]=[CH:36][C:35]([Cl:38])=[CH:34][CH:33]=3)[CH:15]=2)=[CH:9][C:8]=1[Cl:39])C.[OH-].[Na+].C(O)(=O)CC(CC(O)=O)(C(O)=O)O. Given the product [Cl:39][C:8]1[CH:9]=[C:10]([S:13][C:14]2[CH:19]=[C:18]([O:20][CH2:21][CH2:22][CH2:23][N:24]3[CH2:25][CH2:26][CH2:27][CH2:28][CH2:29]3)[CH:17]=[C:16]([C:30]#[C:31][C:32]3[CH:37]=[CH:36][C:35]([Cl:38])=[CH:34][CH:33]=3)[CH:15]=2)[CH:11]=[CH:12][C:7]=1[O:6][CH2:5][C:4]([OH:40])=[O:3], predict the reactants needed to synthesize it. (5) Given the product [CH3:1][O:2][C:3](=[O:12])[C:4]1[CH:9]=[CH:8][C:7]([C:22]2[CH:26]=[C:25]([CH3:27])[S:24][C:23]=2[S:28](=[O:29])(=[O:30])[N:31]([C:38]2[C:42]([CH3:43])=[C:41]([CH3:44])[O:40][N:39]=2)[CH2:32][O:33][CH2:34][CH2:35][O:36][CH3:37])=[C:6]([CH3:11])[CH:5]=1, predict the reactants needed to synthesize it. The reactants are: [CH3:1][O:2][C:3](=[O:12])[C:4]1[CH:9]=[CH:8][C:7](Br)=[C:6]([CH3:11])[CH:5]=1.C(=O)([O-])[O-].[Na+].[Na+].B([C:22]1[CH:26]=[C:25]([CH3:27])[S:24][C:23]=1[S:28]([N:31]([C:38]1[C:42]([CH3:43])=[C:41]([CH3:44])[O:40][N:39]=1)[CH2:32][O:33][CH2:34][CH2:35][O:36][CH3:37])(=[O:30])=[O:29])(O)O.